From a dataset of NCI-60 drug combinations with 297,098 pairs across 59 cell lines. Regression. Given two drug SMILES strings and cell line genomic features, predict the synergy score measuring deviation from expected non-interaction effect. (1) Drug 1: C1=C(C(=O)NC(=O)N1)N(CCCl)CCCl. Drug 2: CC1=C(C=C(C=C1)C(=O)NC2=CC(=CC(=C2)C(F)(F)F)N3C=C(N=C3)C)NC4=NC=CC(=N4)C5=CN=CC=C5. Cell line: UACC62. Synergy scores: CSS=23.0, Synergy_ZIP=2.16, Synergy_Bliss=3.39, Synergy_Loewe=4.07, Synergy_HSA=4.18. (2) Drug 1: CC12CCC(CC1=CCC3C2CCC4(C3CC=C4C5=CN=CC=C5)C)O. Drug 2: CN1CCC(CC1)COC2=C(C=C3C(=C2)N=CN=C3NC4=C(C=C(C=C4)Br)F)OC. Cell line: HCT-15. Synergy scores: CSS=17.2, Synergy_ZIP=-1.14, Synergy_Bliss=6.33, Synergy_Loewe=3.39, Synergy_HSA=5.53.